Dataset: TCR-epitope binding with 47,182 pairs between 192 epitopes and 23,139 TCRs. Task: Binary Classification. Given a T-cell receptor sequence (or CDR3 region) and an epitope sequence, predict whether binding occurs between them. (1) Result: 1 (the TCR binds to the epitope). The epitope is LPAADLDDF. The TCR CDR3 sequence is CASSSTSGGQETQYF. (2) The epitope is EIYKRWII. The TCR CDR3 sequence is CASTNRQEGQETQYF. Result: 0 (the TCR does not bind to the epitope). (3) The epitope is ILGLPTQTV. The TCR CDR3 sequence is CASSRSRATNEKLFF. Result: 0 (the TCR does not bind to the epitope). (4) The epitope is FLNGSCGSV. The TCR CDR3 sequence is CASSFDVEQFF. Result: 0 (the TCR does not bind to the epitope). (5) The epitope is NLDSKVGGNY. The TCR CDR3 sequence is CASSEDSHTDTQYF. Result: 1 (the TCR binds to the epitope). (6) The epitope is PROT_97E67BCC. The TCR CDR3 sequence is CASSGGEYGYTF. Result: 0 (the TCR does not bind to the epitope). (7) The epitope is FLASKIGRLV. The TCR CDR3 sequence is CASSSDRGTTNEKLFF. Result: 0 (the TCR does not bind to the epitope). (8) The epitope is EHPTFTSQYRIQGKL. The TCR CDR3 sequence is CAIKGGSSYNEQFF. Result: 0 (the TCR does not bind to the epitope). (9) The epitope is KLWAQCVQL. The TCR CDR3 sequence is CASSLAGQTLSDTQYF. Result: 1 (the TCR binds to the epitope). (10) The epitope is KAFSPEVIPMF. Result: 1 (the TCR binds to the epitope). The TCR CDR3 sequence is CASPHPDRPNYGYTF.